This data is from Forward reaction prediction with 1.9M reactions from USPTO patents (1976-2016). The task is: Predict the product of the given reaction. (1) Given the reactants [CH2:1]([O:3][C:4]([C:6]1[N:7](COCC[Si](C)(C)C)[N:8]=[C:9]2[C:14]=1[CH:13]=[C:12]([C:15]1[CH:20]=[CH:19][C:18]([O:21][CH3:22])=[CH:17][C:16]=1[F:23])[C:11]([CH3:24])=[CH:10]2)=[O:5])[CH3:2].Cl, predict the reaction product. The product is: [F:23][C:16]1[CH:17]=[C:18]([O:21][CH3:22])[CH:19]=[CH:20][C:15]=1[C:12]1[CH:13]=[C:14]2[C:9](=[CH:10][C:11]=1[CH3:24])[NH:8][N:7]=[C:6]2[C:4]([O:3][CH2:1][CH3:2])=[O:5]. (2) Given the reactants Cl.[Br:2][C:3]1[CH:11]=[C:10]2[C:6]([CH2:7][CH2:8][C@H:9]2[NH2:12])=[C:5]([F:13])[CH:4]=1.[CH3:14][C:15]([O:18][C:19](O[C:19]([O:18][C:15]([CH3:17])([CH3:16])[CH3:14])=[O:20])=[O:20])([CH3:17])[CH3:16], predict the reaction product. The product is: [Br:2][C:3]1[CH:11]=[C:10]2[C:6]([CH2:7][CH2:8][C@H:9]2[NH:12][C:19](=[O:20])[O:18][C:15]([CH3:17])([CH3:16])[CH3:14])=[C:5]([F:13])[CH:4]=1.